This data is from Peptide-MHC class I binding affinity with 185,985 pairs from IEDB/IMGT. The task is: Regression. Given a peptide amino acid sequence and an MHC pseudo amino acid sequence, predict their binding affinity value. This is MHC class I binding data. (1) The peptide sequence is VPWSKILAY. The MHC is Patr-B1301 with pseudo-sequence Patr-B1301. The binding affinity (normalized) is 0.671. (2) The binding affinity (normalized) is 0.562. The peptide sequence is AAPGAATAF. The MHC is Mamu-A01 with pseudo-sequence Mamu-A01. (3) The peptide sequence is MLYDRINLR. The MHC is HLA-A31:01 with pseudo-sequence HLA-A31:01. The binding affinity (normalized) is 0.872. (4) The peptide sequence is HQDDGQPRL. The MHC is HLA-B27:03 with pseudo-sequence HLA-B27:03. The binding affinity (normalized) is 0.0847. (5) The peptide sequence is LVISGLFPV. The MHC is HLA-A02:03 with pseudo-sequence HLA-A02:03. The binding affinity (normalized) is 0.881.